Dataset: Forward reaction prediction with 1.9M reactions from USPTO patents (1976-2016). Task: Predict the product of the given reaction. Given the reactants Cl[CH2:2][C:3]1[NH:8][C:7](=[O:9])[NH:6][C:5](=[O:10])[CH:4]=1.[F:11][C:12]([F:16])([F:15])[CH2:13][OH:14].C(=O)([O-])[O-].[Cs+].[Cs+], predict the reaction product. The product is: [F:11][C:12]([F:16])([F:15])[CH2:13][O:14][CH2:2][C:3]1[NH:8][C:7](=[O:9])[NH:6][C:5](=[O:10])[CH:4]=1.